This data is from HIV replication inhibition screening data with 41,000+ compounds from the AIDS Antiviral Screen. The task is: Binary Classification. Given a drug SMILES string, predict its activity (active/inactive) in a high-throughput screening assay against a specified biological target. (1) The molecule is Cc1nc(-n2nc(-c3ccccc3)cc2-c2ccccc2)sc1C(=O)CC(=O)C(=O)Nc1ccc(O)cc1. The result is 0 (inactive). (2) The drug is CC1=NS(=O)(O)=c2cc(Cl)ccc2=N1. The result is 0 (inactive). (3) The molecule is CC1OC(OC2C(O)C(O)C(NC(=N)N)C(O)C2NC(=N)N)C(OC2OC(CO)C(O)C(O)C2N(C)C=N)C1(O)CO.O=S(=O)(O)O. The result is 0 (inactive). (4) The compound is O=C(CCCN1CCC2(CC1)CC(=O)N(N1CCCCCC1)C2=O)c1ccc(F)cc1. The result is 0 (inactive). (5) The compound is N#Cc1c(N)[nH]c(S)c1C#N. The result is 1 (active). (6) The molecule is COc1cc(C2c3c(ccc4ccccc34)C(=O)C3CCC(=O)N32)cc(OC)c1O. The result is 0 (inactive). (7) The drug is COc1ccc(C(=NO)c2ccccc2-c2nc3ccccc3c(=O)n2-c2ccc(S(=O)(=O)Nc3ncccn3)cc2)cc1C. The result is 0 (inactive).